This data is from Catalyst prediction with 721,799 reactions and 888 catalyst types from USPTO. The task is: Predict which catalyst facilitates the given reaction. Reactant: [Br:1][C:2]1[C:7]([CH3:8])=[CH:6][C:5]([OH:9])=[CH:4][C:3]=1[CH3:10].[CH2:11]([O:13][C:14](=[O:32])[CH2:15][CH2:16][NH:17][C:18](=[O:31])[C:19]1[CH:24]=[CH:23][C:22]([CH:25]([CH2:29]O)[CH:26]([CH3:28])[CH3:27])=[CH:21][CH:20]=1)[CH3:12].C(P(CCCC)CCCC)CCC.N(C(N1CCCCC1)=O)=NC(N1CCCCC1)=O. The catalyst class is: 11. Product: [CH2:11]([O:13][C:14](=[O:32])[CH2:15][CH2:16][NH:17][C:18](=[O:31])[C:19]1[CH:20]=[CH:21][C:22]([CH:25]([CH2:29][O:9][C:5]2[CH:6]=[C:7]([CH3:8])[C:2]([Br:1])=[C:3]([CH3:10])[CH:4]=2)[CH:26]([CH3:27])[CH3:28])=[CH:23][CH:24]=1)[CH3:12].